Task: Binary Classification. Given a miRNA mature sequence and a target amino acid sequence, predict their likelihood of interaction.. Dataset: Experimentally validated miRNA-target interactions with 360,000+ pairs, plus equal number of negative samples (1) Result: 1 (interaction). The protein sequence of the target gene is MPLFTANPFEQDVEKATNEYNTTEDWSLIMDICDRVGSTPSGAKDCLKAIMKRVNHKVPHVALQALTLLGACVANCGKIFHLEVCSRDFATEVRSVIKNKAHPKVCEKLKSLMVEWSEEFQKDPQFSLISATIKSMKEEGVTFPSAGSQTVAAAAKNGTSLNKNKEDEDIAKAIELSLQEQKQQYTETKALYPPAESQLNNKAARRVRALYDFEAVEDNELTFKHGELITVLDDSDANWWQGENHRGTGLFPSNFVTTDLSTEVETATVDKLNVIDDDVEEIKKSEPEPVYIDEGKMDRA.... The miRNA is mmu-miR-149-5p with sequence UCUGGCUCCGUGUCUUCACUCCC. (2) The miRNA is hsa-miR-5590-3p with sequence AAUAAAGUUCAUGUAUGGCAA. The protein sequence of the target gene is MAAIRKKLVIVGDGACGKTCLLIVFSKDQFPEVYVPTVFENYIADIEVDGKQVELALWDTAGQEDYDRLRPLSYPDTDVILMCFSIDSPDSLENIPEKWTPEVKHFCPNVPIILVGNKKDLRQDEHTRRELAKMKQEPVRSEEGRDMANRISAFGYLECSAKTKEGVREVFEMATRAGLQVRKNKRRRGCPIL. Result: 1 (interaction). (3) The miRNA is mmu-miR-3088-3p with sequence UUCAUGAGCAGCUGCAAAGGUGU. The protein sequence of the target gene is MALGVPISVYLLFNAMTALTEEAAVTVTPPITAQQGNWTVNKTEADNIEGPIALKFSHLCLEDHNSYCINGACAFHHELEKAICRCFTGYTGERCEHLTLTSYAVDSYEKYIAIGIGVGLLLSGFLVIFYCYIRKRCLKLKSPYNVCSGERRPL. Result: 0 (no interaction). (4) The miRNA is hsa-miR-6820-5p with sequence UGCGGCAGAGCUGGGGUCA. The protein sequence of the target gene is MESNFNQEGVPRPSYVFSADPIARPSEINFDGIKLDLSHEFSLVAPNTEANSFESKDYLQVCLRIRPFTQSEKELESEGCVHILDSQTVVLKEPQCILGRLSEKSSGQMAQKFSFSKVFGPATTQKEFFQGCIMQPVKDLLKGQSRLIFTYGLTNSGKTYTFQGTEENIGILPRTLNVLFDSLQERLYTKMNLKPHRSREYLRLSSEQEKEEIASKSALLRQIKEVTVHNDSDDTLYGSLTNSLNISEFEESIKDYEQANLNMANSIKFSVWVSFFEIYNEYIYDLFVPVSSKFQKRKML.... Result: 0 (no interaction). (5) The miRNA is hsa-miR-6870-3p with sequence GCUCAUCCCCAUCUCCUUUCAG. The protein sequence of the target gene is MSYPVTSQPQCATTSCYQTQLSDWHTGLTDCCNDMPVCLCGTFAPLCLACRISDDFGECCCAPYLPGGLHSIRTGMRERYHIQGSVGHDWAALTFCLPCALCQMARELKIRE. Result: 0 (no interaction). (6) The miRNA is hsa-miR-455-3p with sequence GCAGUCCAUGGGCAUAUACAC. Result: 1 (interaction). The protein sequence of the target gene is MAGSYPEGAPAILADKRQQFGSRFLSDPARVFHHNAWDNVEWSEEQAAAAERKVQENSIQRVCQEKQVDYEINAHKYWNDFYKIHENGFFKDRHWLFTEFPELAPSQNQNHLKDWFLENKSEVCECRNNEDGPGLIMEEQHKCSSKSLEHKTQTPPVEENVTQKISDLEICADEFPGSSATYRILEVGCGVGNTVFPILQTNNDPGLFVYCCDFSSTAIELVQTNSEYDPSRCFAFVHDLCDEEKSYPVPKGSLDIIILIFVLSAVVPDKMQKAINRLSRLLKPGGMVLLRDYGRYDMAQ.... (7) The miRNA is rno-miR-293-5p with sequence ACUCAAACUGUGUGACACUUU. The protein sequence of the target gene is MMLSCLFLLKALLALGSLESWITAGEHAKEGECPPHKNPCKELCQGDELCPAEQKCCTTGCGRICRDIPKGRKRDCPRVIRKQSCLKRCITDETCPGVKKCCTLGCNKSCVVPISKQKLAEFGGECPADPLPCEELCDGDASCPQGHKCCSTGCGRTCLGDIEGGRGGDCPKVLVGLCIVGCVMDENCQAGEKCCKSGCGRFCVPPVLPPKLTMNPNWTVRSDSELEIPVP. Result: 0 (no interaction). (8) The miRNA is mmu-miR-3085-3p with sequence UCUGGCUGCUAUGGCCCCCUC. The protein sequence of the target gene is MALFHIARYAGPEAAGQGDTDAEAGSRARVLLERLQNRARERQQREPELETTGTAGEGEAAAAGKRRRRPRRRRRVSGSATPNSEAPRAKRRKADKDVDAGRGEEAPEELSAGAEDPGANPQEDVQRPPAPGRVLGDFARRKTPKVQPFLPAWLAKPSCVKKSVTEDLTPIEDIPEVHPDLQKQLRANGITSYFPVQAAVIPALLESADHGFLIGRGGYQPSDLCVSAPTGSGKTLAFVIPVVQALLHRVVCHIRALVVLPTKELAQQVSKVFNIYTDTTPLRVALVTGQKSLAKEQESL.... Result: 1 (interaction). (9) The miRNA is cel-miR-237-5p with sequence UCCCUGAGAAUUCUCGAACAGCU. The protein sequence of the target gene is MEKSVAETENGDAFLELKKLPTSKSPHRYTKEELLDIKERPYSKQRPSCLSEKYDSDGVWDPEKWHASLYPASGRSSPVESLKKESESDRPSLVRRIADPRERVKEDDLDVVLSPQRRSFGGGCHVTAAVSSRRSGSPLEKDSDGLRLLGGRRIGSGRIISARAFEKDHRLSDKDLRDLRDRDRERDYKDKRFRREFGDSKRVFGERRRNDSYTEEEPEWFSAGPTSQSETIELTGFDDKILEEDHKGRKRTRRRTASVKEGIVECNGGVAEEDEVEVILAQEPSADQEVPRDVILPEQS.... Result: 0 (no interaction). (10) The miRNA is hsa-miR-4707-3p with sequence AGCCCGCCCCAGCCGAGGUUCU. The protein sequence of the target gene is MEKLYKENEGKPENERNLESEGKPEDEGSTEDEGKSDEEEKPDMEGKTECEGKREDEGEPGDEGQLEDEGNQEKQGKSEGEDKPQSEGKPASQAKPESQPRAAEKRPAEDYVPRKAKRKTDRGTDDSPKDSQEDLQERHLSSEEMMRECGDVSRAQEELRKKQKMGGFHWMQRDVQDPFAPRGQRGVRGVRGGGRGQKDLEDVPYV. Result: 0 (no interaction).